This data is from Full USPTO retrosynthesis dataset with 1.9M reactions from patents (1976-2016). The task is: Predict the reactants needed to synthesize the given product. Given the product [CH3:39][C:2]1([CH3:1])[C:4]2([CH2:5][CH2:6][CH2:7]2)[C@:3]21[CH2:11][C@@H:10]([C:12]([NH:13][C@:14]1([C:19](=[O:30])[NH:20][S:21]([C:24]3([CH2:27][CH2:28][CH3:29])[CH2:25][CH2:26]3)(=[O:23])=[O:22])[CH2:16][C@H:15]1[CH:17]=[CH2:18])=[O:31])[NH:9][CH2:8]2, predict the reactants needed to synthesize it. The reactants are: [CH3:1][C:2]1([CH3:39])[C:4]2([CH2:7][CH2:6][CH2:5]2)[C@:3]21[CH2:11][C@@H:10]([C:12](=[O:31])[NH:13][C@:14]1([C:19](=[O:30])[NH:20][S:21]([C:24]3([CH2:27][CH2:28][CH3:29])[CH2:26][CH2:25]3)(=[O:23])=[O:22])[CH2:16][C@H:15]1[CH:17]=[CH2:18])[N:9](C(OC(C)(C)C)=O)[CH2:8]2.Cl.